From a dataset of Retrosynthesis with 50K atom-mapped reactions and 10 reaction types from USPTO. Predict the reactants needed to synthesize the given product. (1) Given the product CC(C)N1CCOC(CN2c3ccccc3CCc3ccccc32)C1, predict the reactants needed to synthesize it. The reactants are: CC(C)N1CCOC(CCl)C1.c1ccc2c(c1)CCc1ccccc1N2. (2) Given the product CC(C)(C)OC(=O)NNC(=O)C(CCCCl)c1ccc(F)cc1, predict the reactants needed to synthesize it. The reactants are: CC(C)(C)OC(=O)NN.O=C(O)C(CCCCl)c1ccc(F)cc1. (3) Given the product N#CCc1ccc(Br)cn1, predict the reactants needed to synthesize it. The reactants are: BrCc1ccc(Br)cn1.[C-]#N. (4) Given the product CC(C)n1c(C=C[C@@H]2C[C@H](CC(=O)OC(C)(C)C)OC(C)(C)O2)c(-c2ccc(F)cc2)c(-c2ccccc2)c1C(=O)NCCc1cccnc1, predict the reactants needed to synthesize it. The reactants are: CC(C)(C)OC(=O)C[C@H]1C[C@@H](C=O)OC(C)(C)O1.CC(C)n1c(C[P+](c2ccccc2)(c2ccccc2)c2ccccc2)c(-c2ccc(F)cc2)c(-c2ccccc2)c1C(=O)NCCc1cccnc1.